Dataset: Catalyst prediction with 721,799 reactions and 888 catalyst types from USPTO. Task: Predict which catalyst facilitates the given reaction. Reactant: CN(C)C=O.Cl[CH2:7][CH2:8][O:9][C:10]1[CH:19]=[C:18]2[C:13]([C:14]([O:20][C:21]3[C:22]([CH3:31])=[N:23][C:24]4[C:29]([CH:30]=3)=[CH:28][CH:27]=[CH:26][CH:25]=4)=[CH:15][CH:16]=[N:17]2)=[CH:12][C:11]=1[O:32][CH3:33].C(=O)([O-])[O-].[K+].[K+].[NH:40]1[CH2:45][CH2:44][CH2:43][CH:42]([C:46]([O:48][CH2:49][CH3:50])=[O:47])[CH2:41]1. Product: [CH3:33][O:32][C:11]1[CH:12]=[C:13]2[C:18](=[CH:19][C:10]=1[O:9][CH2:8][CH2:7][N:40]1[CH2:45][CH2:44][CH2:43][CH:42]([C:46]([O:48][CH2:49][CH3:50])=[O:47])[CH2:41]1)[N:17]=[CH:16][CH:15]=[C:14]2[O:20][C:21]1[C:22]([CH3:31])=[N:23][C:24]2[C:29]([CH:30]=1)=[CH:28][CH:27]=[CH:26][CH:25]=2. The catalyst class is: 6.